From a dataset of Reaction yield outcomes from USPTO patents with 853,638 reactions. Predict the reaction yield, written as a fraction of the theoretical maximum amount of product (1.0 means a 100% yield; for example, 0.34 means a 34% yield). (1) The reactants are [C:1]([C:3]1[N:8]=[C:7]([CH2:9][C:10](O)=[S:11])[CH:6]=[CH:5][CH:4]=1)#[N:2].ClC(OCC(C)C)=O.C([N:23](CC)CC)C.[NH4+]. The catalyst is C(OCC)(=O)C.C1COCC1. The product is [C:1]([C:3]1[N:8]=[C:7]([CH2:9][C:10]([NH2:23])=[S:11])[CH:6]=[CH:5][CH:4]=1)#[N:2]. The yield is 0.520. (2) The yield is 0.890. The reactants are [CH:1]1([C:4]([N:6]2[CH2:11][CH2:10][N:9]([C:12]([C:14]3[CH:19]=[CH:18][C:17]([CH:20]4[C:25]5=[N:26][NH:27][C:28](=[O:33])[C:29]6[CH:30]=[CH:31][CH:32]=[C:23]([C:24]=65)[NH:22][CH:21]4[C:34]4[CH:39]=[CH:38][C:37]([CH:40](OCC)[O:41]CC)=[CH:36][CH:35]=4)=[CH:16][CH:15]=3)=[O:13])[CH2:8][CH2:7]2)=[O:5])[CH2:3][CH2:2]1.C(=O)([O-])[O-].[K+].[K+]. The product is [CH:1]1([C:4]([N:6]2[CH2:7][CH2:8][N:9]([C:12]([C:14]3[CH:15]=[CH:16][C:17]([CH:20]4[C:25]5=[N:26][NH:27][C:28](=[O:33])[C:29]6[CH:30]=[CH:31][CH:32]=[C:23]([C:24]=65)[NH:22][CH:21]4[C:34]4[CH:39]=[CH:38][C:37]([CH:40]=[O:41])=[CH:36][CH:35]=4)=[CH:18][CH:19]=3)=[O:13])[CH2:10][CH2:11]2)=[O:5])[CH2:3][CH2:2]1. The catalyst is Cl. (3) The reactants are C[O:2][C:3](=O)[C:4]1[CH:9]=[CH:8][C:7]([O:10][CH2:11][C:12]2[C:13]([C:18]3[CH:23]=[CH:22][C:21]([CH3:24])=[CH:20][C:19]=3[F:25])=[N:14][O:15][C:16]=2[CH3:17])=[N:6][CH:5]=1.COC(=O)C1C=CC(OC[C:38]2[C:39]([C:44]3C=CC=CC=3F)=[N:40]OC=2C)=NC=1.C(N)(C)C. No catalyst specified. The product is [F:25][C:19]1[CH:20]=[C:21]([CH3:24])[CH:22]=[CH:23][C:18]=1[C:13]1[C:12]([CH2:11][O:10][C:7]2[CH:8]=[CH:9][C:4]([C:3]([NH:40][CH:39]([CH3:44])[CH3:38])=[O:2])=[CH:5][N:6]=2)=[C:16]([CH3:17])[O:15][N:14]=1. The yield is 0.420. (4) The reactants are [CH:1]([C:4]1[C:5]([O:17][CH2:18][CH2:19][CH3:20])=[C:6]([CH:14]=[CH:15][CH:16]=1)[CH2:7][N:8]([CH3:13])[C:9](=[O:12])[CH:10]=[CH2:11])([CH3:3])[CH3:2].C(N(C(C)C)CC)(C)C.Br[C:31]1[CH:44]=[N:43][C:34]2[NH:35][C:36](=[O:42])[C:37]([CH3:41])([CH3:40])[NH:38][CH2:39][C:33]=2[CH:32]=1.CC1C=CC=CC=1P(C1C=CC=CC=1C)C1C=CC=CC=1C. The catalyst is C(#N)CC.CN(C=O)C.CC([O-])=O.CC([O-])=O.[Pd+2]. The product is [CH3:40][C:37]1([CH3:41])[C:36](=[O:42])[NH:35][C:34]2[N:43]=[CH:44][C:31](/[CH:11]=[CH:10]/[C:9]([N:8]([CH2:7][C:6]3[CH:14]=[CH:15][CH:16]=[C:4]([CH:1]([CH3:3])[CH3:2])[C:5]=3[O:17][CH2:18][CH2:19][CH3:20])[CH3:13])=[O:12])=[CH:32][C:33]=2[CH2:39][NH:38]1. The yield is 0.310. (5) The reactants are [CH3:1][O:2][C:3]1[CH:4]=[C:5]2[C:10](=[CH:11][C:12]=1[O:13][CH3:14])[N:9]=[CH:8][N:7]=[C:6]2[O:15][C:16]1[CH:22]=[CH:21][C:19]([NH2:20])=[CH:18][CH:17]=1.Cl[C:24](Cl)([O:26][C:27](=[O:33])OC(Cl)(Cl)Cl)Cl.[N:35]1[CH:40]=[CH:39][C:38](CO)=[CH:37][CH:36]=1.C(=O)(O)[O-].[Na+]. The catalyst is C(Cl)Cl.C(N(CC)CC)C.C1(C)C=CC=CC=1. The product is [CH3:1][O:2][C:3]1[CH:4]=[C:5]2[C:10](=[CH:11][C:12]=1[O:13][CH3:14])[N:9]=[CH:8][N:7]=[C:6]2[O:15][C:16]1[CH:22]=[CH:21][C:19]([NH:20][C:27](=[O:33])[O:26][CH2:24][C:38]2[CH:39]=[CH:40][N:35]=[CH:36][CH:37]=2)=[CH:18][CH:17]=1. The yield is 0.230. (6) The reactants are [H-].[H-].[H-].[H-].[Li+].[Al+3].[F:7][C:8]1[CH:16]=[CH:15][CH:14]=[C:10]([C:11](O)=[O:12])[C:9]=1[C:17](O)=[O:18].[OH-].[Na+].O. The catalyst is C1COCC1. The product is [F:7][C:8]1[CH:16]=[CH:15][CH:14]=[C:10]([CH2:11][OH:12])[C:9]=1[CH2:17][OH:18]. The yield is 0.790. (7) The yield is 0.840. The reactants are [CH3:1][N:2]([CH3:24])[CH2:3][CH2:4][O:5][C:6]1[CH:23]=[CH:22][C:9]2[N:10](COC)[C:11](=[O:18])[C:12]3[CH2:13][CH2:14][CH2:15][NH:16][C:17]=3[C:8]=2[CH:7]=1.[ClH:25]. The product is [ClH:25].[CH3:1][N:2]([CH3:24])[CH2:3][CH2:4][O:5][C:6]1[CH:23]=[CH:22][C:9]2[NH:10][C:11](=[O:18])[C:12]3[CH2:13][CH2:14][CH2:15][NH:16][C:17]=3[C:8]=2[CH:7]=1. The catalyst is C(O)C. (8) The catalyst is C1COCC1.O. The product is [Cl:28][C:29]1[N:34]=[C:33]([CH:35]([C:38]2[CH:43]=[CH:42][CH:41]=[CH:40][CH:39]=2)[CH2:36][NH:37][C:2]2[C:11]3[C:6](=[CH:7][CH:8]=[CH:9][CH:10]=3)[N:5]=[C:4]([C:12]3[CH:17]=[CH:16][C:15]([CH3:18])=[CH:14][CH:13]=3)[N:3]=2)[CH:32]=[CH:31][CH:30]=1. The reactants are Cl[C:2]1[C:11]2[C:6](=[CH:7][CH:8]=[CH:9][CH:10]=2)[N:5]=[C:4]([C:12]2[CH:17]=[CH:16][C:15]([CH3:18])=[CH:14][CH:13]=2)[N:3]=1.C(N(CC)C(C)C)(C)C.[Cl:28][C:29]1[N:34]=[C:33]([CH:35]([C:38]2[CH:43]=[CH:42][CH:41]=[CH:40][CH:39]=2)[CH2:36][NH2:37])[CH:32]=[CH:31][CH:30]=1. The yield is 0.420. (9) The reactants are [Cl:1][C:2]1[C:10]2[N:9]=[C:8]([NH:11][C:12]3[CH:17]=[C:16]([Cl:18])[CH:15]=[C:14]([Cl:19])[CH:13]=3)[N:7]([CH2:20][CH2:21][CH2:22][C:23](OCC)=[O:24])[C:6]=2[C:5]([CH:28]([CH2:31][CH3:32])[CH2:29][CH3:30])=[CH:4][CH:3]=1.[BH4-].[Li+].O. The catalyst is O1CCCC1. The product is [Cl:1][C:2]1[C:10]2[N:9]=[C:8]([NH:11][C:12]3[CH:17]=[C:16]([Cl:18])[CH:15]=[C:14]([Cl:19])[CH:13]=3)[N:7]([CH2:20][CH2:21][CH2:22][CH2:23][OH:24])[C:6]=2[C:5]([CH:28]([CH2:31][CH3:32])[CH2:29][CH3:30])=[CH:4][CH:3]=1. The yield is 0.940. (10) The reactants are [F:1][C:2]1[CH:7]=[CH:6][C:5]([F:8])=[CH:4][C:3]=1[S:9]([N:12]([C:16]1[CH:21]=[CH:20][CH:19]=[C:18]([C:22]2[C:26]([C:27]3[CH:32]=[CH:31][N:30]=[CH:29][CH:28]=3)=[CH:25][N:24](C3CCCCO3)[N:23]=2)[C:17]=1[F:39])COC)(=[O:11])=[O:10].[OH2:40].[C:41]1(C)[CH:46]=[CH:45]C(S(O)(=O)=O)=[CH:43][CH:42]=1. The catalyst is CO. The product is [F:1][C:2]1[CH:7]=[CH:6][C:5]([F:8])=[CH:4][C:3]=1[S:9]([NH:12][C:16]1[CH:21]=[CH:20][CH:19]=[C:18]([C:22]2[C:26]([C:27]3[CH:32]=[CH:31][N:30]=[CH:29][CH:28]=3)=[CH:25][N:24]([CH:41]3[CH2:46][CH2:45][O:40][CH2:43][CH2:42]3)[N:23]=2)[C:17]=1[F:39])(=[O:10])=[O:11]. The yield is 0.720.